Dataset: Full USPTO retrosynthesis dataset with 1.9M reactions from patents (1976-2016). Task: Predict the reactants needed to synthesize the given product. (1) The reactants are: [NH2:1][C:2]1[CH:3]=[CH:4][C:5]([O:8][CH3:9])=[N:6][CH:7]=1.CCN(C(C)C)C(C)C.[C:19]([NH:26][CH2:27][CH2:28]Br)([O:21][C:22]([CH3:25])([CH3:24])[CH3:23])=[O:20].[Na+].[I-]. Given the product [CH3:9][O:8][C:5]1[N:6]=[CH:7][C:2]([NH:1][CH2:28][CH2:27][NH:26][C:19](=[O:20])[O:21][C:22]([CH3:25])([CH3:24])[CH3:23])=[CH:3][CH:4]=1, predict the reactants needed to synthesize it. (2) Given the product [CH2:38]([C:39]1[CH:44]=[CH:43][CH:42]=[CH:41][C:40]=1[C:14]1[N:13]([CH2:28][O:29][CH2:30][CH2:31][Si:32]([CH3:35])([CH3:34])[CH3:33])[C:12](=[O:36])[C:11]2[C:16](=[C:17]([O:19][CH2:20][O:21][CH2:22][CH2:23][Si:24]([CH3:26])([CH3:27])[CH3:25])[CH:18]=[CH:9][CH:10]=2)[N:15]=1)[C:45]1[CH:50]=[CH:49][CH:48]=[CH:47][CH:46]=1, predict the reactants needed to synthesize it. The reactants are: CC1(C)C(C)(C)OB([C:9]2[CH:10]=[C:11]3[C:16](=[C:17]([O:19][CH2:20][O:21][CH2:22][CH2:23][Si:24]([CH3:27])([CH3:26])[CH3:25])[CH:18]=2)[N:15]=[CH:14][N:13]([CH2:28][O:29][CH2:30][CH2:31][Si:32]([CH3:35])([CH3:34])[CH3:33])[C:12]3=[O:36])O1.[CH2:38]([C:45]1[CH:50]=[CH:49][CH:48]=[CH:47][C:46]=1Br)[C:39]1[CH:44]=[CH:43][CH:42]=[CH:41][CH:40]=1.C(=O)([O-])[O-].[K+].[K+]. (3) Given the product [F:1][C:2]1[CH:11]=[CH:10][C:9]([F:12])=[CH:8][C:3]=1[C:4]([NH:6]/[N:7]=[C:13](/[C:16]1[CH:21]=[CH:20][CH:19]=[CH:18][CH:17]=1)\[CH3:14])=[O:5], predict the reactants needed to synthesize it. The reactants are: [F:1][C:2]1[CH:11]=[CH:10][C:9]([F:12])=[CH:8][C:3]=1[C:4]([NH:6][NH2:7])=[O:5].[C:13]([C:16]1[CH:21]=[CH:20][CH:19]=[CH:18][CH:17]=1)(=O)[CH3:14]. (4) Given the product [CH3:25][S:26]([O:1][C@H:2]1[CH2:7][CH2:6][C@H:5]([NH:8][C:9]([O:10][C:11]([CH3:12])([CH3:14])[CH3:13])=[O:15])[CH2:4][CH2:3]1)(=[O:28])=[O:27], predict the reactants needed to synthesize it. The reactants are: [OH:1][C@H:2]1[CH2:7][CH2:6][C@H:5]([NH:8][C:9](=[O:15])[O:10][C:11]([CH3:14])([CH3:13])[CH3:12])[CH2:4][CH2:3]1.CCN(C(C)C)C(C)C.[CH3:25][S:26](Cl)(=[O:28])=[O:27]. (5) Given the product [C:1]1([C:7](=[N:8][C:9]([CH3:10])([CH2:43][C:40]2[CH:41]=[CH:42][N:37]=[CH:38][CH:39]=2)[C:11]([O:13][CH3:14])=[O:12])[C:15]2[CH:16]=[CH:17][CH:18]=[CH:19][CH:20]=2)[CH:2]=[CH:3][CH:4]=[CH:5][CH:6]=1, predict the reactants needed to synthesize it. The reactants are: [C:1]1([C:7]([C:15]2[CH:20]=[CH:19][CH:18]=[CH:17][CH:16]=2)=[N:8][C@H:9]([C:11]([O:13][CH3:14])=[O:12])[CH3:10])[CH:6]=[CH:5][CH:4]=[CH:3][CH:2]=1.C[Si]([N-][Si](C)(C)C)(C)C.[Na+].C1COCC1.Cl.[N:37]1[CH:42]=[CH:41][C:40]([CH2:43]Cl)=[CH:39][CH:38]=1. (6) Given the product [OH:1][C@@H:2]([CH2:19][NH:20][CH2:21][CH:22]1[CH2:23][CH2:24][N:25]([CH2:28][CH2:29][C:30]([F:33])([F:31])[F:32])[CH2:26][CH2:27]1)[CH2:3][O:4][C:5]1[C:17]2[C:16]3[C:11](=[CH:12][CH:13]=[CH:14][CH:15]=3)[CH:10]([OH:18])[C:9]=2[CH:8]=[CH:7][CH:6]=1, predict the reactants needed to synthesize it. The reactants are: [OH:1][CH:2]([CH2:19][NH:20][CH2:21][CH:22]1[CH2:27][CH2:26][N:25]([CH2:28][CH2:29][C:30]([F:33])([F:32])[F:31])[CH2:24][CH2:23]1)[CH2:3][O:4][C:5]1[C:17]2[C:16]3[C:11](=[CH:12][CH:13]=[CH:14][CH:15]=3)[C:10](=[O:18])[C:9]=2[CH:8]=[CH:7][CH:6]=1.[H-].[H-].[H-].[H-].[Li+].[Al+3].[OH-].[Na+].[O-]S([O-])(=O)=O.[Na+].[Na+].